This data is from Forward reaction prediction with 1.9M reactions from USPTO patents (1976-2016). The task is: Predict the product of the given reaction. (1) Given the reactants [NH:1]1[CH2:5][CH2:4][CH2:3][C@H:2]1[C:6]([OH:8])=[O:7].[C:9]1(=O)[CH2:12][CH2:11][CH2:10]1, predict the reaction product. The product is: [CH:9]1([N:1]2[CH2:5][CH2:4][CH2:3][C@H:2]2[C:6]([OH:8])=[O:7])[CH2:12][CH2:11][CH2:10]1. (2) Given the reactants [CH3:1][O:2][C:3]1[CH:8]=[C:7]([CH3:9])[C:6]([S:10](Cl)(=[O:12])=[O:11])=[C:5]([CH3:14])[CH:4]=1.[CH:15]1([CH2:24][OH:25])[NH:20][CH2:19][CH2:18][N:17]2[CH:21]=[CH:22][CH:23]=[C:16]12, predict the reaction product. The product is: [CH3:1][O:2][C:3]1[CH:8]=[C:7]([CH3:9])[C:6]([S:10]([N:20]2[CH2:19][CH2:18][N:17]3[CH:21]=[CH:22][CH:23]=[C:16]3[CH:15]2[CH2:24][OH:25])(=[O:12])=[O:11])=[C:5]([CH3:14])[CH:4]=1. (3) Given the reactants Cl.[F:2][C:3]1[C:4]([C:10]([OH:12])=O)=[N:5][CH:6]=[C:7]([Br:9])[CH:8]=1.CC[N:15]([CH2:18]C)CC.CN([C:23]([O:27]N1N=NC2C=CC=NC1=2)=[N+](C)C)C.F[P-](F)(F)(F)(F)F, predict the reaction product. The product is: [CH3:23][O:27][CH2:18][NH:15][C:10]([C:4]1[C:3]([F:2])=[CH:8][C:7]([Br:9])=[CH:6][N:5]=1)=[O:12]. (4) Given the reactants [C:1]([O:5][C:6]([N:8]1[CH2:13][CH2:12][CH:11]([CH:14]2[O:23][C:17]3=[CH:18][N:19]=[C:20](Cl)[CH:21]=[C:16]3[CH2:15]2)[CH2:10][CH2:9]1)=[O:7])([CH3:4])([CH3:3])[CH3:2].[CH3:24][NH:25][S:26]([C:29]1[CH:34]=[CH:33][C:32](B(O)O)=[CH:31][CH:30]=1)(=[O:28])=[O:27], predict the reaction product. The product is: [C:1]([O:5][C:6]([N:8]1[CH2:13][CH2:12][CH:11]([CH:14]2[O:23][C:17]3=[CH:18][N:19]=[C:20]([C:32]4[CH:31]=[CH:30][C:29]([S:26](=[O:27])(=[O:28])[NH:25][CH3:24])=[CH:34][CH:33]=4)[CH:21]=[C:16]3[CH2:15]2)[CH2:10][CH2:9]1)=[O:7])([CH3:4])([CH3:3])[CH3:2]. (5) Given the reactants F[C:2]1[CH:9]=[CH:8][CH:7]=[CH:6][C:3]=1[CH:4]=O.[Cl:10][C:11]1[CH:16]=[CH:15][C:14]([OH:17])=[CH:13][CH:12]=1.C(=O)([O-])O.[Na+].C(OP([CH:31]=[C:32]1[NH:38][CH2:37][CH2:36][N:35]([CH3:39])[C:34]2[CH:40]=[C:41]([F:44])[CH:42]=[CH:43][C:33]1=2)(=O)OCC)C.[H-].[Na+], predict the reaction product. The product is: [ClH:10].[ClH:10].[Cl:10][C:11]1[CH:16]=[CH:15][C:14]([O:17][C:2]2[CH:9]=[CH:8][CH:7]=[CH:6][C:3]=2[CH:4]=[CH:31][C:32]2=[N:38][CH2:37][CH2:36][N:35]([CH3:39])[C:34]3[CH:40]=[C:41]([F:44])[CH:42]=[CH:43][C:33]2=3)=[CH:13][CH:12]=1. (6) Given the reactants [CH3:1][O:2][C:3]1[CH:8]=[CH:7][CH:6]=[C:5]([C:9]#[C:10][C:11]([C:13]2[N:17]3[CH:18]=[CH:19][C:20]([O:22][CH2:23][CH2:24][O:25][CH3:26])=[CH:21][C:16]3=[N:15][CH:14]=2)=O)[C:4]=1[NH:27]C(=O)OC(C)(C)C.[I-:35].[Na+], predict the reaction product. The product is: [I:35][C:9]1[C:5]2[C:4](=[C:3]([O:2][CH3:1])[CH:8]=[CH:7][CH:6]=2)[N:27]=[C:11]([C:13]2[N:17]3[CH:18]=[CH:19][C:20]([O:22][CH2:23][CH2:24][O:25][CH3:26])=[CH:21][C:16]3=[N:15][CH:14]=2)[CH:10]=1.